Dataset: Catalyst prediction with 721,799 reactions and 888 catalyst types from USPTO. Task: Predict which catalyst facilitates the given reaction. (1) Reactant: [NH2:1][C:2]1[CH:11]=[CH:10][CH:9]=[C:8]2[C:3]=1[CH:4]=[CH:5][C:6]([Cl:12])=[N:7]2.[F:13][C:14]1[CH:19]=[CH:18][C:17]([S:20](Cl)(=[O:22])=[O:21])=[CH:16][CH:15]=1. Product: [Cl:12][C:6]1[CH:5]=[CH:4][C:3]2[C:8](=[CH:9][CH:10]=[CH:11][C:2]=2[NH:1][S:20]([C:17]2[CH:18]=[CH:19][C:14]([F:13])=[CH:15][CH:16]=2)(=[O:22])=[O:21])[N:7]=1. The catalyst class is: 17. (2) Reactant: [CH:1]1([S:6][C:7]2[CH:8]=[C:9]([C:13](=[O:15])[CH3:14])[CH:10]=[CH:11][CH:12]=2)[CH2:5][CH2:4][CH2:3][CH2:2]1.[Br:16]Br. Product: [Br:16][CH2:14][C:13]([C:9]1[CH:10]=[CH:11][CH:12]=[C:7]([S:6][CH:1]2[CH2:5][CH2:4][CH2:3][CH2:2]2)[CH:8]=1)=[O:15]. The catalyst class is: 22. (3) Reactant: [N-:1]=[N+:2]=[N-:3].[Na+].[F:5][C:6]1[CH:7]=[C:8]([CH:11]=[CH:12][C:13]=1[CH2:14]Br)[C:9]#[N:10]. Product: [F:5][C:6]1[CH:7]=[C:8]([CH:11]=[CH:12][C:13]=1[CH2:14][N:1]=[N+:2]=[N-:3])[C:9]#[N:10]. The catalyst class is: 3. (4) Reactant: [CH:1]1([C:7]2[C:11]([CH2:12][OH:13])=[CH:10][N:9]([C:14]3[CH:19]=[CH:18][C:17]([C:20]([F:23])([F:22])[F:21])=[CH:16][N:15]=3)[N:8]=2)[CH2:6][CH2:5][CH2:4][CH2:3][CH2:2]1.O[C:25]1[CH:26]=[C:27]([CH2:31][C:32]([O:34]C)=[O:33])[CH:28]=[CH:29][CH:30]=1.C(P(CCCC)CCCC)CCC.N(C(N1CCCCC1)=O)=NC(N1CCCCC1)=O. Product: [CH:1]1([C:7]2[C:11]([CH2:12][O:13][C:25]3[CH:26]=[C:27]([CH2:31][C:32]([OH:34])=[O:33])[CH:28]=[CH:29][CH:30]=3)=[CH:10][N:9]([C:14]3[CH:19]=[CH:18][C:17]([C:20]([F:22])([F:21])[F:23])=[CH:16][N:15]=3)[N:8]=2)[CH2:2][CH2:3][CH2:4][CH2:5][CH2:6]1. The catalyst class is: 7. (5) Product: [NH2:10][CH2:19][C:20]1[S:24][C:23]([NH:25][C:26]2[CH:27]=[C:28]([CH:44]=[CH:45][CH:46]=2)[CH2:29][NH:30][C:31]2[C:40]3[C:35](=[C:36]([C:41]([NH2:43])=[O:42])[CH:37]=[CH:38][CH:39]=3)[N:34]=[CH:33][N:32]=2)=[N:22][CH:21]=1. The catalyst class is: 8. Reactant: FC(F)(F)C(O)=O.O=C1C2C(=CC=CC=2)C(=O)[N:10]1[CH2:19][C:20]1[S:24][C:23]([NH:25][C:26]2[CH:27]=[C:28]([CH:44]=[CH:45][CH:46]=2)[CH2:29][NH:30][C:31]2[C:40]3[C:35](=[C:36]([C:41]([NH2:43])=[O:42])[CH:37]=[CH:38][CH:39]=3)[N:34]=[CH:33][N:32]=2)=[N:22][CH:21]=1.O.NN. (6) Reactant: [Cl:1][C:2]1[CH:3]=[C:4]([C:8]2[O:12][N:11]=[C:10]([C@@H:13]3[N:17]4[CH2:18][CH2:19][NH:20][CH2:21][C@@H:16]4[CH2:15][CH2:14]3)[CH:9]=2)[CH:5]=[CH:6][CH:7]=1.CCN(CC)CC.[CH2:29]([O:31][C:32](Cl)=[O:33])[CH3:30]. Product: [Cl:1][C:2]1[CH:3]=[C:4]([C:8]2[O:12][N:11]=[C:10]([C@@H:13]3[N:17]4[CH2:18][CH2:19][N:20]([C:32]([O:31][CH2:29][CH3:30])=[O:33])[CH2:21][C@@H:16]4[CH2:15][CH2:14]3)[CH:9]=2)[CH:5]=[CH:6][CH:7]=1. The catalyst class is: 2. (7) Reactant: [CH3:1][C:2]1[N:3]=[C:4]([NH:18]C(=O)C)[S:5][C:6]=1[S:7](=[O:17])(=[O:16])[NH:8][C:9]1[CH:14]=[CH:13][CH:12]=[C:11]([CH3:15])[N:10]=1.Cl. Product: [CH3:15][C:11]1[N:10]=[C:9]([NH:8][S:7]([C:6]2[S:5][C:4]([NH2:18])=[N:3][C:2]=2[CH3:1])(=[O:17])=[O:16])[CH:14]=[CH:13][CH:12]=1. The catalyst class is: 8.